From a dataset of Full USPTO retrosynthesis dataset with 1.9M reactions from patents (1976-2016). Predict the reactants needed to synthesize the given product. Given the product [CH3:1][N:2]([CH3:25])[C:3]1[NH:8][C:7]2=[N:9][CH:10]=[CH:11][C:6]2=[C:5]([C:20]2[O:21][CH:22]=[CH:23][CH:24]=2)[N:4]=1, predict the reactants needed to synthesize it. The reactants are: [CH3:1][N:2]([CH3:25])[C:3]1[N:4]=[C:5]([C:20]2[O:21][CH:22]=[CH:23][CH:24]=2)[C:6]2[CH:11]=[CH:10][N:9](COCC[Si](C)(C)C)[C:7]=2[N:8]=1.[F-].C([N+](CCCC)(CCCC)CCCC)CCC.O.